This data is from Full USPTO retrosynthesis dataset with 1.9M reactions from patents (1976-2016). The task is: Predict the reactants needed to synthesize the given product. (1) Given the product [F:1][C:2]1[CH:3]=[CH:4][C:5]([C:11]([F:14])([F:13])[F:12])=[C:6]([C:7]([N:18]2[CH2:17][CH2:16][N:15]([C:21]3[N:22]=[N:23][CH:24]=[CH:25][N:26]=3)[CH2:20][CH2:19]2)=[O:8])[CH:10]=1.[N:23]1[CH:24]=[CH:25][N:26]=[C:21]([N:15]2[CH2:16][CH2:17][N:18]([C:7]([C:6]3[CH:10]=[CH:2][CH:3]=[CH:4][C:5]=3[C:11]([F:14])([F:13])[F:12])=[O:8])[CH2:19][CH2:20]2)[N:22]=1, predict the reactants needed to synthesize it. The reactants are: [F:1][C:2]1[CH:3]=[CH:4][C:5]([C:11]([F:14])([F:13])[F:12])=[C:6]([CH:10]=1)[C:7](Cl)=[O:8].[N:15]1([C:21]2[N:22]=[N:23][CH:24]=[CH:25][N:26]=2)[CH2:20][CH2:19][NH:18][CH2:17][CH2:16]1. (2) Given the product [CH2:20]([O:23][C:25]1[NH:29][N:28]=[C:27]([N:30]2[C:31](=[O:40])[C:32]3[C:37](=[CH:36][CH:35]=[CH:34][CH:33]=3)[C:38]2=[O:39])[CH:26]=1)[CH:21]=[CH2:22], predict the reactants needed to synthesize it. The reactants are: C1(P(C2C=CC=CC=2)C2C=CC=CC=2)C=CC=CC=1.[CH2:20]([OH:23])[CH:21]=[CH2:22].O[C:25]1[NH:29][N:28]=[C:27]([N:30]2[C:38](=[O:39])[C:37]3[C:32](=[CH:33][CH:34]=[CH:35][CH:36]=3)[C:31]2=[O:40])[CH:26]=1.CC(OC(/N=N/C(OC(C)C)=O)=O)C. (3) Given the product [Cl:31][C:23]1[C:22]2[C:27](=[CH:28][C:19]([CH2:18][N:5]3[C:4](=[O:6])[CH2:3][CH2:2][C:1]3=[O:7])=[CH:20][CH:21]=2)[N:26]=[C:25]([C:29]#[N:30])[CH:24]=1, predict the reactants needed to synthesize it. The reactants are: [C:1]1(=[O:7])[NH:5][C:4](=[O:6])[CH2:3][CH2:2]1.CCN(C(C)C)C(C)C.Br[CH2:18][C:19]1[CH:28]=[C:27]2[C:22]([C:23]([Cl:31])=[CH:24][C:25]([C:29]#[N:30])=[N:26]2)=[CH:21][CH:20]=1. (4) The reactants are: [Cl:1][C:2]1[CH:8]=[C:7]([O:9][C:10]2[C:19]3[C:14](=[CH:15][C:16]([O:22][CH3:23])=[C:17]([O:20][CH3:21])[CH:18]=3)[N:13]=[CH:12][N:11]=2)[CH:6]=[CH:5][C:3]=1[NH2:4].ClC(Cl)(O[C:28](=[O:34])OC(Cl)(Cl)Cl)Cl.[CH2:36]([NH:38][CH2:39][CH2:40][CH3:41])[CH3:37].CO. Given the product [Cl:1][C:2]1[CH:8]=[C:7]([O:9][C:10]2[C:19]3[C:14](=[CH:15][C:16]([O:22][CH3:23])=[C:17]([O:20][CH3:21])[CH:18]=3)[N:13]=[CH:12][N:11]=2)[CH:6]=[CH:5][C:3]=1[NH:4][C:28](=[O:34])[N:38]([CH2:36][CH3:37])[CH2:39][CH2:40][CH3:41], predict the reactants needed to synthesize it. (5) The reactants are: [CH:1]1[C:13]2[CH:12]([CH2:14][O:15][C:16]([N:18]3[CH2:23][C@@H:22]([C:24](=[O:47])[NH:25][CH2:26][C:27]4([CH2:41][CH2:42][CH2:43][CH2:44][O:45][CH3:46])[C:40]5[CH:39]=[CH:38][CH:37]=[CH:36][C:35]=5[O:34][C:33]5[C:28]4=[CH:29][CH:30]=[CH:31][CH:32]=5)[CH2:21][C@@H:20]([NH2:48])[CH2:19]3)=[O:17])[C:11]3[C:6](=[CH:7][CH:8]=[CH:9][CH:10]=3)[C:5]=2[CH:4]=[CH:3][CH:2]=1.[C:49]1([CH3:59])[CH:54]=[CH:53][C:52]([CH2:55][C:56](O)=[O:57])=[CH:51][CH:50]=1. Given the product [CH:1]1[C:13]2[CH:12]([CH2:14][O:15][C:16]([N:18]3[CH2:19][C@H:20]([NH:48][C:56](=[O:57])[CH2:55][C:52]4[CH:53]=[CH:54][C:49]([CH3:59])=[CH:50][CH:51]=4)[CH2:21][C@H:22]([C:24](=[O:47])[NH:25][CH2:26][C:27]4([CH2:41][CH2:42][CH2:43][CH2:44][O:45][CH3:46])[C:40]5[CH:39]=[CH:38][CH:37]=[CH:36][C:35]=5[O:34][C:33]5[C:28]4=[CH:29][CH:30]=[CH:31][CH:32]=5)[CH2:23]3)=[O:17])[C:11]3[C:6](=[CH:7][CH:8]=[CH:9][CH:10]=3)[C:5]=2[CH:4]=[CH:3][CH:2]=1, predict the reactants needed to synthesize it. (6) Given the product [CH3:18][O:19][C:20]1[CH:21]=[CH:22][C:23]([CH3:27])=[C:24]([CH:26]=1)[NH:25][C:2]1[CH:7]=[C:6]([C:8]([F:11])([F:10])[F:9])[N:5]=[C:4]([C:12]2[CH:13]=[N:14][CH:15]=[CH:16][CH:17]=2)[N:3]=1, predict the reactants needed to synthesize it. The reactants are: Cl[C:2]1[CH:7]=[C:6]([C:8]([F:11])([F:10])[F:9])[N:5]=[C:4]([C:12]2[CH:13]=[N:14][CH:15]=[CH:16][CH:17]=2)[N:3]=1.[CH3:18][O:19][C:20]1[CH:21]=[CH:22][C:23]([CH3:27])=[C:24]([CH:26]=1)[NH2:25]. (7) Given the product [CH:1]([N:14]1[CH2:19][CH2:18][N:17]([C:40](=[O:41])[CH2:39][N:22]2[CH2:23][CH2:24][CH2:25][C:26]([C:33]3[CH:38]=[CH:37][CH:36]=[CH:35][CH:34]=3)([C:27]3[CH:32]=[CH:31][CH:30]=[CH:29][CH:28]=3)[C:21]2=[O:20])[CH2:16][CH2:15]1)([C:8]1[CH:13]=[CH:12][CH:11]=[CH:10][CH:9]=1)[C:2]1[CH:7]=[CH:6][CH:5]=[CH:4][CH:3]=1, predict the reactants needed to synthesize it. The reactants are: [CH:1]([N:14]1[CH2:19][CH2:18][NH:17][CH2:16][CH2:15]1)([C:8]1[CH:13]=[CH:12][CH:11]=[CH:10][CH:9]=1)[C:2]1[CH:7]=[CH:6][CH:5]=[CH:4][CH:3]=1.[O:20]=[C:21]1[C:26]([C:33]2[CH:38]=[CH:37][CH:36]=[CH:35][CH:34]=2)([C:27]2[CH:32]=[CH:31][CH:30]=[CH:29][CH:28]=2)[CH2:25][CH2:24][CH2:23][N:22]1[CH2:39][C:40](O)=[O:41].Cl.C(N=C=NCCCN(C)C)C.